Dataset: Forward reaction prediction with 1.9M reactions from USPTO patents (1976-2016). Task: Predict the product of the given reaction. (1) Given the reactants [F:1][C:2]1[CH:7]=[CH:6][C:5]([O:8][CH3:9])=[CH:4][C:3]=1[C:10]1[CH:15]=[CH:14][C:13]([O:16][CH2:17][C:18]2[CH:23]=[CH:22][C:21]([O:24][CH3:25])=[CH:20][CH:19]=2)=[CH:12][C:11]=1[C:26](=[O:30])[CH:27]([CH3:29])[CH3:28].[CH3:31][Si]([N-][Si](C)(C)C)(C)C.[Li+].I[CH2:42][CH2:43]C, predict the reaction product. The product is: [F:1][C:2]1[CH:7]=[CH:6][C:5]([O:8][CH3:9])=[CH:4][C:3]=1[C:10]1[CH:15]=[CH:14][C:13]([O:16][CH2:17][C:18]2[CH:23]=[CH:22][C:21]([O:24][CH3:25])=[CH:20][CH:19]=2)=[CH:12][C:11]=1[C:26](=[O:30])[C:27]([CH3:31])([CH3:28])[CH2:29][CH2:42][CH3:43]. (2) Given the reactants [CH3:1][N:2]([CH3:34])[C:3]1[CH:33]=[CH:32][CH:31]=[CH:30][C:4]=1[C:5]([NH:7][C:8]1[CH:29]=[CH:28][C:11]([O:12][CH2:13][CH2:14][C:15]2[N:16]=[C:17]([NH:20]C(=O)OC(C)(C)C)[S:18][CH:19]=2)=[CH:10][CH:9]=1)=[O:6].FC(F)(F)C(O)=O, predict the reaction product. The product is: [NH2:20][C:17]1[S:18][CH:19]=[C:15]([CH2:14][CH2:13][O:12][C:11]2[CH:10]=[CH:9][C:8]([NH:7][C:5](=[O:6])[C:4]3[CH:30]=[CH:31][CH:32]=[CH:33][C:3]=3[N:2]([CH3:34])[CH3:1])=[CH:29][CH:28]=2)[N:16]=1. (3) The product is: [CH3:19][O:20][C:21](=[O:37])[CH2:22][CH2:23][CH2:24][C:25]#[C:26][CH2:27][N:28]1[C@@H:29](/[CH:35]=[CH:5]/[C:4](=[O:3])[CH2:12][C:13]2[CH:14]=[CH:15][CH:16]=[CH:17][CH:18]=2)[CH2:30][CH2:31][CH2:32][C:33]1=[O:34]. Given the reactants [H-].[Na+].[O:3]=[C:4]([CH2:12][C:13]1[CH:18]=[CH:17][CH:16]=[CH:15][CH:14]=1)[CH2:5]P(=O)(OC)OC.[CH3:19][O:20][C:21](=[O:37])[CH2:22][CH2:23][CH2:24][C:25]#[C:26][CH2:27][N:28]1[C:33](=[O:34])[CH2:32][CH2:31][CH2:30][C@@H:29]1[CH:35]=O, predict the reaction product. (4) Given the reactants [Cl:1][C:2]1[C:11]([N:12]2[CH2:17][CH2:16][NH:15][CH2:14][CH2:13]2)=[N:10][C:9]2[C:4](=[CH:5][CH:6]=[CH:7][CH:8]=2)[N:3]=1.[Cl:18][C:19]1[CH:24]=[CH:23][C:22]([Cl:25])=[CH:21][C:20]=1[CH2:26]Cl.CCN(CC)CC.O, predict the reaction product. The product is: [Cl:1][C:2]1[C:11]([N:12]2[CH2:17][CH2:16][N:15]([CH2:26][C:20]3[CH:21]=[C:22]([Cl:25])[CH:23]=[CH:24][C:19]=3[Cl:18])[CH2:14][CH2:13]2)=[N:10][C:9]2[C:4](=[CH:5][CH:6]=[CH:7][CH:8]=2)[N:3]=1. (5) Given the reactants [Br:1][C:2]1[N:10]=[CH:9][C:8]2[N:7]([CH2:11][O:12][CH2:13][CH2:14][Si:15]([CH3:18])([CH3:17])[CH3:16])[C:6]3[N:19]=[CH:20][C:21](I)=[CH:22][C:5]=3[C:4]=2[CH:3]=1.C([Mg]Cl)(C)C, predict the reaction product. The product is: [Br:1][C:2]1[N:10]=[CH:9][C:8]2[N:7]([CH2:11][O:12][CH2:13][CH2:14][Si:15]([CH3:17])([CH3:18])[CH3:16])[C:6]3[N:19]=[CH:20][CH:21]=[CH:22][C:5]=3[C:4]=2[CH:3]=1. (6) Given the reactants Cl[C:2]1[N:7]=[N:6][C:5]([C:8]([NH2:10])=[O:9])=[C:4]([NH:11][C:12]2[CH:17]=[CH:16][C:15]([F:18])=[C:14]([CH3:19])[N:13]=2)[CH:3]=1.[NH2:20][C@@H:21]1[CH2:26][CH2:25][CH2:24][CH2:23][C@@H:22]1[NH:27][C:28](=[O:34])[O:29][C:30]([CH3:33])([CH3:32])[CH3:31].N#N, predict the reaction product. The product is: [C:8]([C:5]1[N:6]=[N:7][C:2]([NH:20][C@@H:21]2[CH2:26][CH2:25][CH2:24][CH2:23][C@@H:22]2[NH:27][C:28](=[O:34])[O:29][C:30]([CH3:32])([CH3:31])[CH3:33])=[CH:3][C:4]=1[NH:11][C:12]1[CH:17]=[CH:16][C:15]([F:18])=[C:14]([CH3:19])[N:13]=1)(=[O:9])[NH2:10]. (7) Given the reactants [CH:1]([C:3]1[C:8]([CH2:9][O:10][CH3:11])=[CH:7][C:6]([O:12][CH:13]2[CH2:18][CH2:17][CH2:16][CH2:15][O:14]2)=[CH:5][C:4]=1OS(C(F)(F)F)(=O)=O)=[O:2].[B:27]1([B:27]2[O:31][C:30]([CH3:33])([CH3:32])[C:29]([CH3:35])([CH3:34])[O:28]2)[O:31][C:30]([CH3:33])([CH3:32])[C:29]([CH3:35])([CH3:34])[O:28]1.C([O-])(=O)C.[K+], predict the reaction product. The product is: [CH3:11][O:10][CH2:9][C:8]1[CH:7]=[C:6]([O:12][CH:13]2[CH2:18][CH2:17][CH2:16][CH2:15][O:14]2)[CH:5]=[C:4]([B:27]2[O:31][C:30]([CH3:33])([CH3:32])[C:29]([CH3:35])([CH3:34])[O:28]2)[C:3]=1[CH:1]=[O:2]. (8) Given the reactants Br[C:2]1[S:6][C:5]([C:7]([O:9][CH2:10][CH3:11])=[O:8])=[N:4][CH:3]=1.C([O-])([O-])=O.[K+].[K+].[CH3:18][N:19]1[C:23](B2OC(C)(C)C(C)(C)O2)=[CH:22][CH:21]=[N:20]1, predict the reaction product. The product is: [CH3:18][N:19]1[C:23]([C:2]2[S:6][C:5]([C:7]([O:9][CH2:10][CH3:11])=[O:8])=[N:4][CH:3]=2)=[CH:22][CH:21]=[N:20]1. (9) The product is: [F:63][C:2]1([F:1])[C@H:6]([OH:7])[C@@H:5]([C@H:29]([CH2:31][CH2:32][CH3:33])[OH:30])[O:4][C@H:3]1[N:34]1[CH:62]=[CH:61][C:38]([NH2:39])=[N:37][C:35]1=[O:36]. Given the reactants [F:1][C:2]1([F:63])[C@H:6]([O:7]C(C2C=CC=CC=2)(C2C=CC=CC=2)C2C=CC(OC)=CC=2)[C@@H:5]([CH:29]([CH2:31][CH2:32][CH3:33])[OH:30])[O:4][C@H:3]1[N:34]1[CH:62]=[CH:61][C:38]([NH:39]C(C2C=CC=CC=2)(C2C=CC=CC=2)C2C=CC(OC)=CC=2)=[N:37][C:35]1=[O:36], predict the reaction product.